The task is: Predict the reaction yield, written as a fraction of the theoretical maximum amount of product (1.0 means a 100% yield; for example, 0.34 means a 34% yield).. This data is from Reaction yield outcomes from USPTO patents with 853,638 reactions. (1) The product is [C:1]([O:5][C:6]([NH:7][CH2:8][C:9]1[CH:10]=[C:11]([C:15]2[CH:20]=[CH:19][CH:18]=[C:17]([CH2:21][NH:22][C:23]3[N:28]=[C:27]([NH:29][CH2:30][CH:31]4[CH2:32][CH2:33][CH:34]([O:37][S:53]([CH3:52])(=[O:55])=[O:54])[CH2:35][CH2:36]4)[C:26]([N+:38]([O-:40])=[O:39])=[CH:25][N:24]=3)[C:16]=2[CH3:41])[CH:12]=[CH:13][CH:14]=1)=[O:42])([CH3:4])([CH3:3])[CH3:2]. The catalyst is C(Cl)Cl. The reactants are [C:1]([O:5][C:6](=[O:42])[NH:7][CH2:8][C:9]1[CH:10]=[C:11]([C:15]2[CH:20]=[CH:19][CH:18]=[C:17]([CH2:21][NH:22][C:23]3[N:28]=[C:27]([NH:29][CH2:30][CH:31]4[CH2:36][CH2:35][CH:34]([OH:37])[CH2:33][CH2:32]4)[C:26]([N+:38]([O-:40])=[O:39])=[CH:25][N:24]=3)[C:16]=2[CH3:41])[CH:12]=[CH:13][CH:14]=1)([CH3:4])([CH3:3])[CH3:2].C(N(C(C)C)CC)(C)C.[CH3:52][S:53](Cl)(=[O:55])=[O:54]. The yield is 0.950. (2) The reactants are [O:1]([CH:8]([CH3:12])[C:9]([OH:11])=O)[C:2]1[CH:7]=[CH:6][CH:5]=[CH:4][CH:3]=1.[NH2:13][C:14]1[CH:19]=[CH:18][C:17]([N:20]2[C:26](=[O:27])[CH2:25][C:24](=[O:28])[NH:23][C:22]3[C:29]4[C:34]([CH:35]=[CH:36][C:21]2=3)=[CH:33][CH:32]=[CH:31][CH:30]=4)=[CH:16][CH:15]=1.O(C(C)C(Cl)=O)C1C=CC=CC=1. No catalyst specified. The product is [O:1]([CH:8]([CH3:12])[C:9]([NH:13][C:14]1[CH:19]=[CH:18][C:17]([N:20]2[C:26](=[O:27])[CH2:25][C:24](=[O:28])[NH:23][C:22]3[C:29]4[C:34]([CH:35]=[CH:36][C:21]2=3)=[CH:33][CH:32]=[CH:31][CH:30]=4)=[CH:16][CH:15]=1)=[O:11])[C:2]1[CH:3]=[CH:4][CH:5]=[CH:6][CH:7]=1. The yield is 0.880.